This data is from Forward reaction prediction with 1.9M reactions from USPTO patents (1976-2016). The task is: Predict the product of the given reaction. (1) Given the reactants [C:1]([C:3]1[CH:7]=[C:6]([CH:8]=[O:9])[S:5][CH:4]=1)#[N:2].O1C[CH2:13][CH2:12][CH2:11]1.C([Mg]Cl)(C)C.C(OCC)(=O)C, predict the reaction product. The product is: [C:1]([C:3]1[CH:7]=[C:6]([CH:8]([OH:9])[CH:12]([CH3:13])[CH3:11])[S:5][CH:4]=1)#[N:2]. (2) Given the reactants [CH2:1]([C:4]1[C:25]([CH2:26][CH2:27][CH3:28])=[CH:24][C:23]2[C:6](=[CH:7][C:8]3[C:9](=[O:30])[C:10]4[C:19]([C:20](=[O:29])[C:21]=3[CH:22]=2)=[CH:18][C:17]2[C:12](=[CH:13][CH:14]=[CH:15][CH:16]=2)[CH:11]=4)[CH:5]=1)[CH2:2][CH3:3].C([BH-](CC)CC)C.[Li+].Cl, predict the reaction product. The product is: [OH:29][CH:20]1[C:19]2[C:10](=[CH:11][C:12]3[C:17]([CH:18]=2)=[CH:16][CH:15]=[CH:14][CH:13]=3)[CH:9]([OH:30])[C:8]2[CH:7]=[C:6]3[C:23]([CH:24]=[C:25]([CH2:26][CH2:27][CH3:28])[C:4]([CH2:1][CH2:2][CH3:3])=[CH:5]3)=[CH:22][C:21]1=2. (3) Given the reactants [CH2:1]([O:8][C:9]([NH:11][C@@:12]([C:22]([O:24][CH2:25][CH3:26])=[O:23])([C:19](O)=[O:20])[CH2:13][C:14]([O:16][CH2:17][CH3:18])=[O:15])=[O:10])[C:2]1[CH:7]=[CH:6][CH:5]=[CH:4][CH:3]=1.ClC(OCC(C)C)=O.[NH3:35].Cl, predict the reaction product. The product is: [CH2:1]([O:8][C:9]([NH:11][C@@:12]([C:19](=[O:20])[NH2:35])([CH2:13][C:14]([O:16][CH2:17][CH3:18])=[O:15])[C:22]([O:24][CH2:25][CH3:26])=[O:23])=[O:10])[C:2]1[CH:7]=[CH:6][CH:5]=[CH:4][CH:3]=1. (4) Given the reactants [CH2:1]([C:3]1[N:4]=[CH:5][S:6][C:7]=1[CH2:8][S:9][C:10]1[N:15]=[C:14]([OH:16])[CH:13]=[C:12]([C:17]([F:20])([F:19])[F:18])[N:11]=1)[CH3:2].C(Cl)(Cl)(Cl)Cl.C(Cl)Cl.[Br:29]Br.S([O-])([O-])(=O)=S.[Na+].[Na+], predict the reaction product. The product is: [Br:29][C:13]1[C:14]([OH:16])=[N:15][C:10]([S:9][CH2:8][C:7]2[S:6][CH:5]=[N:4][C:3]=2[CH2:1][CH3:2])=[N:11][C:12]=1[C:17]([F:20])([F:19])[F:18].